This data is from Full USPTO retrosynthesis dataset with 1.9M reactions from patents (1976-2016). The task is: Predict the reactants needed to synthesize the given product. (1) Given the product [C:18]([O:17][C:15]([NH:14][C@H:7]([C:8]1[CH:13]=[CH:12][CH:11]=[CH:10][CH:9]=1)[CH2:6][N:22]1[CH2:27][CH2:26][CH:25]([C:28]([O:30][CH2:31][CH3:32])=[O:29])[CH2:24][CH2:23]1)=[O:16])([CH3:21])([CH3:20])[CH3:19], predict the reactants needed to synthesize it. The reactants are: CS(O[CH2:6][C@H:7]([NH:14][C:15]([O:17][C:18]([CH3:21])([CH3:20])[CH3:19])=[O:16])[C:8]1[CH:13]=[CH:12][CH:11]=[CH:10][CH:9]=1)(=O)=O.[NH:22]1[CH2:27][CH2:26][CH:25]([C:28]([O:30][CH2:31][CH3:32])=[O:29])[CH2:24][CH2:23]1.C(N(C(C)C)CC)(C)C. (2) Given the product [F:36][C:2]([F:1])([F:37])[C:3]1[CH:4]=[C:5]([NH:9][C:10]([N:12]2[C:20]3[C:15](=[CH:16][C:17]([O:21][C:22]4[CH:27]=[C:26]([CH:28]([OH:29])[CH2:34][NH2:35])[N:25]=[CH:24][N:23]=4)=[CH:18][CH:19]=3)[CH:14]=[CH:13]2)=[O:11])[CH:6]=[CH:7][CH:8]=1, predict the reactants needed to synthesize it. The reactants are: [F:1][C:2]([F:37])([F:36])[C:3]1[CH:4]=[C:5]([NH:9][C:10]([N:12]2[C:20]3[C:15](=[CH:16][C:17]([O:21][C:22]4[CH:27]=[C:26]([CH:28]([C:34]#[N:35])[O:29][Si](C)(C)C)[N:25]=[CH:24][N:23]=4)=[CH:18][CH:19]=3)[CH:14]=[CH:13]2)=[O:11])[CH:6]=[CH:7][CH:8]=1. (3) Given the product [NH2:16][C:9]1[C:8]2[N:7]=[C:6]([CH2:17][O:18][CH2:19][CH3:20])[N:5]([CH2:4][CH2:3][CH2:2][NH:1][C:21](=[O:25])[CH:22]([CH3:24])[CH3:23])[C:13]=2[C:12]([CH3:14])=[C:11]([CH3:15])[N:10]=1, predict the reactants needed to synthesize it. The reactants are: [NH2:1][CH2:2][CH2:3][CH2:4][N:5]1[C:13]2[C:12]([CH3:14])=[C:11]([CH3:15])[N:10]=[C:9]([NH2:16])[C:8]=2[N:7]=[C:6]1[CH2:17][O:18][CH2:19][CH3:20].[C:21](Cl)(=[O:25])[CH:22]([CH3:24])[CH3:23]. (4) Given the product [CH3:25][O:26][C:27]1[CH:32]=[CH:31][CH:30]=[CH:29][C:28]=1[NH:33][C:34](=[O:35])[NH:1][C:2]1[CH:7]=[CH:6][C:5]([CH2:8][C:9]([O:11][C:12]([CH3:14])([CH3:13])[CH3:15])=[O:10])=[CH:4][C:3]=1[O:16][CH3:17], predict the reactants needed to synthesize it. The reactants are: [NH2:1][C:2]1[CH:7]=[CH:6][C:5]([CH2:8][C:9]([O:11][C:12]([CH3:15])([CH3:14])[CH3:13])=[O:10])=[CH:4][C:3]=1[O:16][CH3:17].C(N(CC)CC)C.[CH3:25][O:26][C:27]1[CH:32]=[CH:31][CH:30]=[CH:29][C:28]=1[N:33]=[C:34]=[O:35]. (5) Given the product [NH:38]1[CH2:42][CH2:41][CH2:40][CH2:39]1.[P:82]([O:81][C@H:80]1[CH2:79][CH2:77][C@@:21]2([CH3:20])[C:16](=[CH:15][CH2:14][C@@H:13]3[C@@H:22]2[CH2:23][CH2:24][C@@:25]2([CH3:26])[C@H:12]3[CH2:11][CH2:10][C@@H:9]2[C@H:2]([CH3:1])[CH2:3][CH2:4][CH2:5][CH:6]([CH3:8])[CH3:7])[CH2:17]1)([NH2:90])[OH:99], predict the reactants needed to synthesize it. The reactants are: [CH3:1][CH:2]([CH:9]1[C:25]2([CH3:26])[CH:12]([CH:13]3[CH:22]([CH2:23][CH2:24]2)[C:21]2(C)[C:16]([CH2:17]C(OC(=O)NCCCCCC([N:38]4[CH2:42][CH:41](O)[CH:40](C(C5C=CC=CC=5)OC(C5C=CC(OC)=CC=5)C5C=CC(OC)=CC=5)[CH2:39]4)=O)C[CH2:20]2)=[CH:15][CH2:14]3)[CH2:11][CH2:10]1)[CH2:3][CH2:4][CH2:5][CH:6]([CH3:8])[CH3:7].C1(C)C=CC=CC=1.[C:77]([CH2:79][CH2:80][O:81][P:82]([N:90](C(C)C)C(C)C)N(C(C)C)C(C)C)#N.C(OCC)(=[O:99])C.